Dataset: Forward reaction prediction with 1.9M reactions from USPTO patents (1976-2016). Task: Predict the product of the given reaction. (1) Given the reactants [NH:1]([C:3](=O)[CH2:4][NH:5][C:6](=O)OC(C)(C)C)[NH2:2].[CH2:14]([O:21][C:22]1[CH:29]=[CH:28][C:25](CBr)=[CH:24][CH:23]=1)[C:15]1[CH:20]=[CH:19][CH:18]=[CH:17][CH:16]=1.C([N:32]([CH2:35][CH3:36])[CH2:33][CH3:34])C.C[N:38]([CH:40]=O)C.[CH3:42]COC(C)=O, predict the reaction product. The product is: [CH2:14]([O:21][C:22]1[CH:23]=[CH:24][C:25]([CH2:6][NH:5][CH2:4][C:3]2[NH:1][N:2]=[C:40]([C:42]3[CH:34]=[CH:33][N:32]=[CH:35][CH:36]=3)[N:38]=2)=[CH:28][CH:29]=1)[C:15]1[CH:16]=[CH:17][CH:18]=[CH:19][CH:20]=1. (2) Given the reactants C(Cl)(=O)C(Cl)=O.CS(C)=O.[OH:11][CH2:12][CH:13]1[CH2:16][CH:15]([C:17]([O:19][CH2:20][CH3:21])=[O:18])[CH2:14]1.C(N(CC)CC)C, predict the reaction product. The product is: [CH:12]([CH:13]1[CH2:14][CH:15]([C:17]([O:19][CH2:20][CH3:21])=[O:18])[CH2:16]1)=[O:11]. (3) Given the reactants [C:1]([O-:4])([OH:3])=[O:2].[Na+].[CH:6]1[CH:7]=[CH:8][C:9]([C:28]([OH:30])=[O:29])=[C:10]([C:12]2[C:22]3[CH:23]=[CH:24][C:25]([OH:27])=[CH:26][C:21]=3[O:20][C:19]3[C:13]=2[CH:14]=[CH:15][C:16]([CH:18]=3)=[O:17])[CH:11]=1.C[N:32]([CH:34]=[O:35])[CH3:33].CN(C=[O:40])C, predict the reaction product. The product is: [CH:6]1[C:7]([C:1]([OH:4])=[O:3])=[CH:8][C:9]2[C:28]([O:30][C:12]3([C:13]4[CH:14]=[CH:15][C:16]([OH:17])=[CH:18][C:19]=4[O:20][C:21]4[CH:26]=[C:25]([OH:27])[CH:24]=[CH:23][C:22]3=4)[C:10]=2[CH:11]=1)=[O:29].[CH2:6]1[C:34](=[O:35])[N:32]([O:4][CH:1]=[O:2])[C:33](=[O:40])[CH2:11]1. (4) Given the reactants O[CH2:2][C:3]1[N:7]([C:8]2[CH:9]=[C:10]([C:14]3[CH2:15][C:16](=[O:33])[NH:17][C:18]4[CH:24]=[C:23]([C:25]#[N:26])[C:22]([N:27]([CH2:29][CH:30]([CH3:32])[CH3:31])[CH3:28])=[CH:21][C:19]=4[N:20]=3)[CH:11]=[CH:12][CH:13]=2)[N:6]=[N:5][CH:4]=1.S(Cl)(Cl)=O.[Cl-].[CH2:39]([NH:43][CH3:44])[CH:40]([CH3:42])[CH3:41], predict the reaction product. The product is: [CH2:29]([N:27]([CH3:28])[C:22]1[C:23]([C:25]#[N:26])=[CH:24][C:18]2[NH:17][C:16](=[O:33])[CH2:15][C:14]([C:10]3[CH:11]=[CH:12][CH:13]=[C:8]([N:7]4[C:3]([CH2:2][N:43]([CH2:39][CH:40]([CH3:42])[CH3:41])[CH3:44])=[CH:4][N:5]=[N:6]4)[CH:9]=3)=[N:20][C:19]=2[CH:21]=1)[CH:30]([CH3:32])[CH3:31]. (5) Given the reactants [C:1]([OH:9])(=O)[C:2]1[CH:7]=[CH:6][CH:5]=[N:4][CH:3]=1.O=S(Cl)[Cl:12], predict the reaction product. The product is: [C:1]([Cl:12])(=[O:9])[C:2]1[CH:7]=[CH:6][CH:5]=[N:4][CH:3]=1. (6) The product is: [CH3:19][N:17]1[CH:18]=[C:14]([C:10]2[CH:9]=[C:8]([C:4]3[N:5]=[N:6][NH:7][CH:3]=3)[CH:13]=[CH:12][N:11]=2)[N:15]=[CH:16]1. Given the reactants C[Si](C)(C)[C:3]1[NH:7][N:6]=[N:5][C:4]=1[C:8]1[CH:13]=[CH:12][N:11]=[C:10]([C:14]2[N:15]=[CH:16][N:17]([CH3:19])[CH:18]=2)[CH:9]=1.[OH-].[Na+].O, predict the reaction product. (7) Given the reactants Cl[C:2]1[CH:7]=[C:6]([O:8][CH3:9])[N:5]=[C:4]([S:10][CH3:11])[N:3]=1.CC1(C)C(C)(C)OB([C:20]2[CH:29]=[CH:28][C:23]3[NH:24][C:25]([NH2:27])=[N:26][C:22]=3[CH:21]=2)O1.C([O-])([O-])=O.[K+].[K+], predict the reaction product. The product is: [CH3:9][O:8][C:6]1[N:5]=[C:4]([S:10][CH3:11])[N:3]=[C:2]([C:20]2[CH:29]=[CH:28][C:23]3[NH:24][C:25]([NH2:27])=[N:26][C:22]=3[CH:21]=2)[CH:7]=1. (8) The product is: [Cl:19][C:17]1[CH:18]=[C:13]([CH:14]=[C:15]([Cl:33])[C:16]=1[O:20][C:21]1[CH:30]=[CH:29][C:28]2[C:23](=[CH:24][CH:25]=[C:26]([OH:31])[CH:27]=2)[CH:22]=1)[CH2:12][C@@H:4]([C:3]([OH:34])=[O:2])[NH2:5]. Given the reactants C[O:2][C:3](=[O:34])[C@H:4]([CH2:12][C:13]1[CH:18]=[C:17]([Cl:19])[C:16]([O:20][C:21]2[CH:30]=[CH:29][C:28]3[C:23](=[CH:24][CH:25]=[C:26]([O:31]C)[CH:27]=3)[CH:22]=2)=[C:15]([Cl:33])[CH:14]=1)[NH:5]C(=O)C(F)(F)F.Br.C(O)(=O)C.[OH-].[Na+], predict the reaction product. (9) Given the reactants COC(=O)C1C=C(O)C=C(OCC=C)C=1.C(=O)([O-])[O-].[K+].[K+].[Cl:22][C:23]1[CH:30]=[CH:29][CH:28]=[CH:27][C:24]=1[CH2:25]Br.[CH3:31][O:32][C:33](=[O:47])[C:34]1[CH:39]=[C:38]([O:40][CH2:41][CH:42]=[C:43]([CH3:45])[CH3:44])[CH:37]=[C:36]([OH:46])[CH:35]=1, predict the reaction product. The product is: [CH3:31][O:32][C:33](=[O:47])[C:34]1[CH:39]=[C:38]([O:40][CH2:41][CH:42]=[C:43]([CH3:44])[CH3:45])[CH:37]=[C:36]([O:46][CH2:25][C:24]2[CH:27]=[CH:28][CH:29]=[CH:30][C:23]=2[Cl:22])[CH:35]=1.